From a dataset of NCI-60 drug combinations with 297,098 pairs across 59 cell lines. Regression. Given two drug SMILES strings and cell line genomic features, predict the synergy score measuring deviation from expected non-interaction effect. (1) Drug 1: C1=NC2=C(N1)C(=S)N=C(N2)N. Drug 2: C1C(C(OC1N2C=NC(=NC2=O)N)CO)O. Cell line: K-562. Synergy scores: CSS=56.9, Synergy_ZIP=-0.436, Synergy_Bliss=0.241, Synergy_Loewe=7.19, Synergy_HSA=9.40. (2) Drug 1: CCCS(=O)(=O)NC1=C(C(=C(C=C1)F)C(=O)C2=CNC3=C2C=C(C=N3)C4=CC=C(C=C4)Cl)F. Drug 2: CC1=C2C(C(=O)C3(C(CC4C(C3C(C(C2(C)C)(CC1OC(=O)C(C(C5=CC=CC=C5)NC(=O)OC(C)(C)C)O)O)OC(=O)C6=CC=CC=C6)(CO4)OC(=O)C)O)C)O. Cell line: NCI-H522. Synergy scores: CSS=56.3, Synergy_ZIP=1.12, Synergy_Bliss=4.49, Synergy_Loewe=-41.4, Synergy_HSA=4.42. (3) Drug 1: CS(=O)(=O)C1=CC(=C(C=C1)C(=O)NC2=CC(=C(C=C2)Cl)C3=CC=CC=N3)Cl. Drug 2: C1=NC2=C(N1)C(=S)N=C(N2)N. Cell line: SNB-75. Synergy scores: CSS=8.27, Synergy_ZIP=-3.47, Synergy_Bliss=0.321, Synergy_Loewe=-13.7, Synergy_HSA=-1.76.